Predict which catalyst facilitates the given reaction. From a dataset of Catalyst prediction with 721,799 reactions and 888 catalyst types from USPTO. (1) Reactant: [N:1]([C:4]1[N:9]=[CH:8][N:7]=[C:6]([O:10][C:11]2[CH:16]=[CH:15][C:14]([NH:17][C:18]([NH:20][C:21]3[CH:26]=[C:25]([C:27]([F:30])([F:29])[F:28])[CH:24]=[C:23]([CH2:31][N:32]4[CH2:37][CH2:36][N:35]([CH:38]([CH3:40])[CH3:39])[CH2:34][CH2:33]4)[CH:22]=3)=[O:19])=[CH:13][CH:12]=2)[CH:5]=1)=[N+]=[N-]. Product: [NH2:1][C:4]1[N:9]=[CH:8][N:7]=[C:6]([O:10][C:11]2[CH:12]=[CH:13][C:14]([NH:17][C:18]([NH:20][C:21]3[CH:26]=[C:25]([C:27]([F:30])([F:28])[F:29])[CH:24]=[C:23]([CH2:31][N:32]4[CH2:37][CH2:36][N:35]([CH:38]([CH3:40])[CH3:39])[CH2:34][CH2:33]4)[CH:22]=3)=[O:19])=[CH:15][CH:16]=2)[CH:5]=1. The catalyst class is: 123. (2) Reactant: [CH2:1]([NH:7][C:8](=O)[CH3:9])[CH2:2][CH2:3][CH2:4][CH2:5]C.[CH3:11][N:12](C)[C:13](Cl)=O.[OH-].[Na+].C(=O)([O-])[O-].[Ca+2]. Product: [CH3:11][N:12]([CH3:13])[C:8](=[N:7][CH2:1][CH2:2][CH2:3][CH2:4][CH3:5])[CH3:9]. The catalyst class is: 426. (3) Reactant: Br[C:2]1[CH:11]=[N:10][CH:9]=[C:8]2[C:3]=1[CH:4]=[C:5]([C:12]([NH2:14])=[O:13])[CH:6]=[N:7]2.[F:15][C:16]1[CH:17]=[C:18](B(O)O)[CH:19]=[CH:20][C:21]=1[F:22].C(=O)([O-])[O-].[Cs+].[Cs+]. Product: [F:15][C:16]1[CH:17]=[C:18]([C:2]2[CH:11]=[N:10][CH:9]=[C:8]3[C:3]=2[CH:4]=[C:5]([C:12]([NH2:14])=[O:13])[CH:6]=[N:7]3)[CH:19]=[CH:20][C:21]=1[F:22]. The catalyst class is: 688. (4) Reactant: [NH2:1][C:2]1[CH:7]=[CH:6][C:5]([C:8]2[N:12]=[C:11]([C:13]([NH:15][CH:16]([CH:21]([CH3:23])[CH3:22])[C:17]([O:19][CH3:20])=[O:18])=[O:14])[O:10][N:9]=2)=[CH:4][CH:3]=1.[F:24][C:25]1[CH:30]=[C:29]([F:31])[CH:28]=[CH:27][C:26]=1[N:32]=[C:33]=[O:34].C1COCC1. Product: [F:24][C:25]1[CH:30]=[C:29]([F:31])[CH:28]=[CH:27][C:26]=1[NH:32][C:33](=[O:34])[NH:1][C:2]1[CH:7]=[CH:6][C:5]([C:8]2[N:12]=[C:11]([C:13]([NH:15][CH:16]([CH:21]([CH3:23])[CH3:22])[C:17]([O:19][CH3:20])=[O:18])=[O:14])[O:10][N:9]=2)=[CH:4][CH:3]=1. The catalyst class is: 13. (5) Reactant: [S:1]1[CH:5]=[C:4]([CH:6]([C:8]2[CH:12]=[CH:11][S:10][CH:9]=2)[OH:7])[C:3]2[S:13][CH:14]=[C:15]([CH:16]([C:18]3[CH:22]=[CH:21][S:20][CH:19]=3)[OH:17])[C:2]1=2.[Cr](Cl)([O-])(=O)=O.[NH+]1C=CC=CC=1. Product: [S:1]1[CH:5]=[C:4]([C:6]([C:8]2[CH:12]=[CH:11][S:10][CH:9]=2)=[O:7])[C:3]2[S:13][CH:14]=[C:15]([C:16]([C:18]3[CH:22]=[CH:21][S:20][CH:19]=3)=[O:17])[C:2]1=2. The catalyst class is: 4.